From a dataset of Forward reaction prediction with 1.9M reactions from USPTO patents (1976-2016). Predict the product of the given reaction. (1) Given the reactants [CH2:1]([NH:3][C:4]([C:6]1[S:28][C:9]2[N:10]=[C:11]([NH2:27])[N:12]=[C:13]([C:14]([C:16]3[CH:26]=[CH:25][C:19]4[N:20]([CH3:24])[CH2:21][CH2:22][O:23][C:18]=4[CH:17]=3)=O)[C:8]=2[CH:7]=1)=[O:5])[CH3:2].Cl.[O:30]([NH2:32])[CH3:31], predict the reaction product. The product is: [CH2:1]([NH:3][C:4]([C:6]1[S:28][C:9]2[N:10]=[C:11]([NH2:27])[N:12]=[C:13]([C:14](=[N:32][O:30][CH3:31])[C:16]3[CH:26]=[CH:25][C:19]4[N:20]([CH3:24])[CH2:21][CH2:22][O:23][C:18]=4[CH:17]=3)[C:8]=2[CH:7]=1)=[O:5])[CH3:2]. (2) Given the reactants C[C@H]1[C@]23C[C@H](C(C)(C)[C@@H]2CC1)[C@@](O)(C)CC3.O=CC1C=CC(O)=C(OC)C=1.C[CH2:29][C:30]([O:32][CH:33]1[CH:37]2[CH:38]3CC=C[CH:39]3[CH:35]([CH2:36]2)[CH2:34]1)=[O:31].C1(CCO)C=CC=CC=1, predict the reaction product. The product is: [O:32]1[C:33]2[C:37](=[CH:38][CH:39]=[CH:35][CH:34]=2)[CH:36]=[CH:29][C:30]1=[O:31]. (3) Given the reactants [Br:1][C:2]1[CH:3]=[C:4]2[C:9](=[CH:10][C:11]=1[OH:12])[O:8][C:7]([CH3:14])([CH3:13])[CH2:6][C:5]2=[O:15].C(=O)([O-])[O-].[K+].[K+].I[CH2:23][CH3:24], predict the reaction product. The product is: [Br:1][C:2]1[CH:3]=[C:4]2[C:9](=[CH:10][C:11]=1[O:12][CH2:23][CH3:24])[O:8][C:7]([CH3:13])([CH3:14])[CH2:6][C:5]2=[O:15]. (4) Given the reactants [C:1]([C:5]1[CH:14]=[C:13]2[C:8]([CH2:9][CH2:10][NH:11][CH2:12]2)=[CH:7][CH:6]=1)(=[O:4])[CH2:2][CH3:3].[OH-].[Na+].Br[CH2:18][CH2:19][CH2:20][Cl:21].C(N(CC)CC)C.Cl, predict the reaction product. The product is: [Cl:21][CH2:20][CH2:19][CH2:18][N:11]1[CH2:10][CH2:9][C:8]2[C:13](=[CH:14][C:5]([C:1](=[O:4])[CH2:2][CH3:3])=[CH:6][CH:7]=2)[CH2:12]1. (5) Given the reactants [CH3:1][C:2]([O:11][C:12]1[CH:18]=[CH:17][C:15](N)=[CH:14][CH:13]=1)([CH3:10])[CH2:3][N:4]1[CH2:9][CH2:8][CH2:7][CH2:6][CH2:5]1.O.C1(C)C=CC(S(O)(=O)=O)=CC=1.N(OC(C)(C)C)=O.[Br-:38].[Na+], predict the reaction product. The product is: [Br:38][C:15]1[CH:17]=[CH:18][C:12]([O:11][C:2]([CH3:10])([CH3:1])[CH2:3][N:4]2[CH2:9][CH2:8][CH2:7][CH2:6][CH2:5]2)=[CH:13][CH:14]=1. (6) Given the reactants [ClH:1].C(OC([N:9]1[CH2:14][CH2:13][N:12]([CH:15]([CH3:17])[CH3:16])[CH2:11][CH2:10]1)=O)(C)(C)C, predict the reaction product. The product is: [ClH:1].[CH:15]([N:12]1[CH2:13][CH2:14][NH:9][CH2:10][CH2:11]1)([CH3:17])[CH3:16].